Binary Classification. Given a miRNA mature sequence and a target amino acid sequence, predict their likelihood of interaction. From a dataset of Experimentally validated miRNA-target interactions with 360,000+ pairs, plus equal number of negative samples. (1) The miRNA is hsa-miR-4691-5p with sequence GUCCUCCAGGCCAUGAGCUGCGG. The protein sequence of the target gene is MKLNPQQAPLYGDCVVTVLLAEEDKAEDDVVFYLVFLGSTLRHCTSTRKVSSDTLETIAPGHDCCETVKVQLCASKEGLPVFVVAEEDFHFVQDEAYDAAQFLATSAGNQQALNFTRFLDQSGPPSGDVNSLDKKLVLAFRHLKLPTEWNVLGTDQSLHDAGPRETLMHFAVRLGLLRLTWFLLQKPGGRGALSIHNQEGATPVSLALERGYHKLHQLLTEENAGEPDSWSSLSYEIPYGDCSVRHHRELDIYTLTSESDSHHEHPFPGDGCTGPIFKLMNIQQQLMKTNLKQMDSLMPL.... Result: 1 (interaction). (2) The miRNA is rno-miR-103-3p with sequence AGCAGCAUUGUACAGGGCUAUGA. The protein sequence of the target gene is MYTPHPFGFLIILVPMTNAMRAIAAIAAGVGSVAATVATSTTSSISSSTTIINTSSATTIGGNHTSGSTGFSTNSTLLDADHLPLQLTTAKVDLDIEIDIQLLTNGYDGTTLTSFYNESSWTNASEMDTIVGEEPEPLSLVSIVVVGIFLSVLIFLSVAGNILVCLAIYTERSLRRIGNLFLASLAIADLFVASLVMTFAGVNDLLGYWIFGAQFCDTWVAFDVMCSTASILNLCAISMDRYIHIKDPLRYGRWVTRRVAVITIAAIWLLAAFVSFVPISLGIHRPDQPLIFEDNGKKYP.... Result: 0 (no interaction). (3) The miRNA is hsa-miR-616-5p with sequence ACUCAAAACCCUUCAGUGACUU. Result: 1 (interaction). The protein sequence of the target gene is MARAGSCGGAAAGAGRPEPWELSLEEVLKAYEQPLNEEQAWAVCFQGCRGLRGSPGRRLRDTGDLLLRGDGSVGAREPEAAEPATMVVPLASSEAQTVQSLGFAIYRALDWGLDESEERELSPQLERLIDLMANNDSEDSGCGAADEGYGGPEEEEEAEGVPRSVRTFAQAMRLCAARLTDPRGAQAHYQAVCRALFVETLELRAFLARVREAKEMLQKLREDEPHLETPRAELDSLGHTDWARLWVQLMRELRRGVKLKKVQEQEFNPLPTEFQLTPFEMLMQDIRARNYKLRKVMVDG.... (4) The miRNA is hsa-miR-374a-5p with sequence UUAUAAUACAACCUGAUAAGUG. The protein sequence of the target gene is MDFLVLFLFYLASVLMGLVLICVCSKTHSLKGLARGGAQIFSCIIPECLQRAVHGLLHYLFHTRNHTFIVLHLVLQGMVYTEYTWEVFGYCQELELSLHYLLLPYLLLGVNLFFFTLTCGTNPGIITKANELLFLHVYEFDEVMFPKNVRCSTCDLRKPARSKHCSVCNWCVHRFDHHCVWVNNCIGAWNIRYFLIYVLTLTASAATVAIVSTTFLVHLVVMSDLYQETYIDDLGHLHVMDTVFLIQYLFLTFPRIVFMLGFVVVLSFLLGGYLLFVLYLAATNQTTNEWYRGDWAWCQR.... Result: 0 (no interaction).